From a dataset of Peptide-MHC class II binding affinity with 134,281 pairs from IEDB. Regression. Given a peptide amino acid sequence and an MHC pseudo amino acid sequence, predict their binding affinity value. This is MHC class II binding data. The peptide sequence is QLKEYVWKTLKSGKV. The MHC is DRB1_0101 with pseudo-sequence DRB1_0101. The binding affinity (normalized) is 0.616.